From a dataset of Full USPTO retrosynthesis dataset with 1.9M reactions from patents (1976-2016). Predict the reactants needed to synthesize the given product. Given the product [CH2:1]([O:8][C:9]([NH:11][C@@H:12]([CH2:20][S:21][CH2:22][C@H:23]([O:26][C:38](=[O:39])[NH:37][CH2:27][CH2:28][CH2:29][CH2:30][CH2:31][CH2:32][CH2:33][CH2:34][CH2:35][CH3:36])[CH2:24][O:25][C:38](=[O:39])[NH:37][CH2:27][CH2:28][CH2:29][CH2:30][CH2:31][CH2:32][CH2:33][CH2:34][CH2:35][CH3:36])[C:13]([O:15][C:16]([CH3:17])([CH3:18])[CH3:19])=[O:14])=[O:10])[C:2]1[CH:3]=[CH:4][CH:5]=[CH:6][CH:7]=1, predict the reactants needed to synthesize it. The reactants are: [CH2:1]([O:8][C:9]([NH:11][C@@H:12]([CH2:20][S:21][CH2:22][C@H:23]([OH:26])[CH2:24][OH:25])[C:13]([O:15][C:16]([CH3:19])([CH3:18])[CH3:17])=[O:14])=[O:10])[C:2]1[CH:7]=[CH:6][CH:5]=[CH:4][CH:3]=1.[CH2:27]([N:37]=[C:38]=[O:39])[CH2:28][CH2:29][CH2:30][CH2:31][CH2:32][CH2:33][CH2:34][CH2:35][CH3:36].